Task: Predict the product of the given reaction.. Dataset: Forward reaction prediction with 1.9M reactions from USPTO patents (1976-2016) (1) Given the reactants Br[C:2]1[CH:7]=[CH:6][CH:5]=[CH:4][C:3]=1[C:8]1[N:12]([C:13]([CH3:16])([CH3:15])[CH3:14])[C:11]2[CH:17]=[CH:18][C:19]([C:21]3[CH:22]=[N:23][C:24]([NH2:27])=[N:25][CH:26]=3)=[CH:20][C:10]=2[N:9]=1.[NH:28]1[CH:32]=[CH:31][N:30]=[N:29]1.C([O-])([O-])=O.[Cs+].[Cs+], predict the reaction product. The product is: [C:13]([N:12]1[C:11]2[CH:17]=[CH:18][C:19]([C:21]3[CH:22]=[N:23][C:24]([NH2:27])=[N:25][CH:26]=3)=[CH:20][C:10]=2[N:9]=[C:8]1[C:3]1[CH:4]=[CH:5][CH:6]=[CH:7][C:2]=1[N:29]1[N:30]=[CH:31][CH:32]=[N:28]1)([CH3:16])([CH3:15])[CH3:14]. (2) Given the reactants CO[C:3]([C:9]1[CH:14]=[CH:13][C:12]([O:15][C:16]2[CH:21]=[CH:20][CH:19]=[CH:18][CH:17]=2)=[CH:11][CH:10]=1)=[C:4]([C:7]#[N:8])[C:5]#[N:6].[Br:22][C:23]1[CH:28]=[CH:27][C:26]([N+:29]([O-:31])=[O:30])=[CH:25][C:24]=1[NH:32][NH2:33], predict the reaction product. The product is: [NH2:6][C:5]1[N:32]([C:24]2[CH:25]=[C:26]([N+:29]([O-:31])=[O:30])[CH:27]=[CH:28][C:23]=2[Br:22])[N:33]=[C:3]([C:9]2[CH:14]=[CH:13][C:12]([O:15][C:16]3[CH:21]=[CH:20][CH:19]=[CH:18][CH:17]=3)=[CH:11][CH:10]=2)[C:4]=1[C:7]#[N:8]. (3) Given the reactants [Br:1][C:2]1[CH:7]=[CH:6][C:5]([CH:8]([C:22]2[CH:27]=[CH:26][CH:25]=[CH:24][C:23]=2[CH3:28])[CH2:9][C:10]([C:12]2[CH:13]=[C:14]3[C:19](=[CH:20][CH:21]=2)[N:18]=[CH:17][CH:16]=[CH:15]3)=O)=[CH:4][CH:3]=1.Cl.[NH2:30][OH:31].C([O-])(O)=O.[Na+], predict the reaction product. The product is: [Br:1][C:2]1[CH:7]=[CH:6][C:5]([CH:8]([C:22]2[CH:27]=[CH:26][CH:25]=[CH:24][C:23]=2[CH3:28])[CH2:9][C:10]([C:12]2[CH:13]=[C:14]3[C:19](=[CH:20][CH:21]=2)[N:18]=[CH:17][CH:16]=[CH:15]3)=[N:30][OH:31])=[CH:4][CH:3]=1.